From a dataset of Catalyst prediction with 721,799 reactions and 888 catalyst types from USPTO. Predict which catalyst facilitates the given reaction. (1) Reactant: O=[C:2]1[CH2:8][CH2:7][N:6]([C:9]([O:11][C:12]([CH3:15])([CH3:14])[CH3:13])=[O:10])[CH2:5][CH2:4][NH:3]1.F[B-](F)(F)F.[CH3:21][O+](C)C.[NH2:25][NH2:26]. Product: [C:12]([O:11][C:9]([N:6]1[CH2:7][CH2:8][C:2]2[N:3]([CH:21]=[N:25][N:26]=2)[CH2:4][CH2:5]1)=[O:10])([CH3:15])([CH3:14])[CH3:13]. The catalyst class is: 4. (2) Reactant: [NH2:1][C:2]1[CH:34]=[CH:33][C:5]2[N:6]=[C:7]([C:12]3[C:13](=[O:32])[N:14]([CH2:24][C:25]4[CH:30]=[CH:29][C:28]([F:31])=[CH:27][CH:26]=4)[CH:15]4[CH:20]([C:21]=3[OH:22])[CH:19]3[CH2:23][CH:16]4[CH2:17][CH2:18]3)[N:8]=[S:9]([CH3:11])(=[O:10])[C:4]=2[CH:3]=1.N1C=CC=CC=1.[CH3:41][S:42](Cl)(=[O:44])=[O:43]. Product: [F:31][C:28]1[CH:27]=[CH:26][C:25]([CH2:24][N:14]2[C:13](=[O:32])[C:12]([C:7]3[N:8]=[S:9]([CH3:11])(=[O:10])[C:4]4[CH:3]=[C:2]([NH:1][S:42]([CH3:41])(=[O:44])=[O:43])[CH:34]=[CH:33][C:5]=4[N:6]=3)=[C:21]([OH:22])[CH:20]3[CH:15]2[CH:16]2[CH2:23][CH:19]3[CH2:18][CH2:17]2)=[CH:30][CH:29]=1. The catalyst class is: 21. (3) Reactant: [CH3:1][O:2][C:3]1[CH:4]=[C:5]([S:11]([N:14]2[CH2:20][CH2:19][CH2:18][CH:17]([NH:21][C:22]([C@@H:24]([NH:28][C:29]([C:31]3[O:32][C:33]4[CH:39]=[CH:38][CH:37]=[CH:36][C:34]=4[CH:35]=3)=[O:30])[CH2:25][CH2:26][CH3:27])=[O:23])[C:16](=[O:40])[CH2:15]2)(=[O:13])=[O:12])[CH:6]=[CH:7][C:8]=1[O:9][CH3:10].C(N(CC)CC)C.COC1C=C(S(Cl)(=O)=O)C=CC=1OC.CO. Product: [CH3:1][O:2][C:3]1[CH:4]=[C:5]([S:11]([N:14]2[CH2:20][CH2:19][CH2:18][CH:17]([NH:21][C:22]([C@@H:24]([NH:28][C:29]([C:31]3[O:32][C:33]4[CH:39]=[CH:38][CH:37]=[CH:36][C:34]=4[CH:35]=3)=[O:30])[CH2:25][CH2:26][CH3:27])=[O:23])[CH:16]([OH:40])[CH2:15]2)(=[O:12])=[O:13])[CH:6]=[CH:7][C:8]=1[O:9][CH3:10]. The catalyst class is: 4. (4) The catalyst class is: 12. Reactant: [C:1]1([NH:11][C:12](=[S:15])[NH:13][NH2:14])[C:10]2[C:5](=[CH:6][CH:7]=[CH:8][CH:9]=2)[CH:4]=[CH:3][CH:2]=1.[CH3:16]OC(OC)N(C)C. Product: [C:1]1([N:11]2[CH:16]=[N:14][NH:13][C:12]2=[S:15])[C:10]2[C:5](=[CH:6][CH:7]=[CH:8][CH:9]=2)[CH:4]=[CH:3][CH:2]=1.